From a dataset of Experimentally validated miRNA-target interactions with 360,000+ pairs, plus equal number of negative samples. Binary Classification. Given a miRNA mature sequence and a target amino acid sequence, predict their likelihood of interaction. The miRNA is hsa-miR-6827-3p with sequence ACCGUCUCUUCUGUUCCCCAG. The protein sequence of the target gene is MVFLTAQLWLRNRVTDRYFRIQEVLKHARHFRGRKNRCYRLAVRTVIRAFVKCTKARYLKKKNMRTLWINRITAASQEHGLKYPALIGNLVKCQVELNRKVLADLAIYEPKTFKSLAALASRRRHEGFAAALGDGKEPEGIFSRVVQYH. Result: 0 (no interaction).